Task: Predict the reactants needed to synthesize the given product.. Dataset: Full USPTO retrosynthesis dataset with 1.9M reactions from patents (1976-2016) (1) Given the product [Br:23][C:2]1[CH:7]=[C:6]([C:8]2[C:9]([C:17]3[S:18][C:19]([Cl:22])=[CH:20][CH:21]=3)=[N:10][N:11]([CH:13]([CH2:15][CH3:16])[CH3:14])[CH:12]=2)[CH:5]=[CH:4][N:3]=1, predict the reactants needed to synthesize it. The reactants are: Cl[C:2]1[CH:7]=[C:6]([C:8]2[C:9]([C:17]3[S:18][C:19]([Cl:22])=[CH:20][CH:21]=3)=[N:10][N:11]([CH:13]([CH2:15][CH3:16])[CH3:14])[CH:12]=2)[CH:5]=[CH:4][N:3]=1.[BrH:23].C(=O)([O-])[O-].[K+].[K+]. (2) Given the product [Cl:1][C:2]1[CH:7]=[CH:6][C:5]([O:8][CH3:9])=[CH:4][C:3]=1[C:10]1[C:20]([CH3:21])=[CH:19][C:13]2[N:14]=[C:15]([NH:18][C:23]3[CH:24]=[CH:25][C:26]([O:27][CH2:28][CH2:29][N:30]4[CH2:31][CH2:32][CH2:33][CH2:34]4)=[CH:35][CH:36]=3)[N:16]=[N:17][C:12]=2[CH:11]=1, predict the reactants needed to synthesize it. The reactants are: [Cl:1][C:2]1[CH:7]=[CH:6][C:5]([O:8][CH3:9])=[CH:4][C:3]=1[C:10]1[C:20]([CH3:21])=[CH:19][C:13]2[N:14]=[C:15]([NH2:18])[N:16]=[N:17][C:12]=2[CH:11]=1.Br[C:23]1[CH:36]=[CH:35][C:26]([O:27][CH2:28][CH2:29][N:30]2[CH2:34][CH2:33][CH2:32][CH2:31]2)=[CH:25][CH:24]=1.C([O-])([O-])=O.[Cs+].[Cs+].CC1(C)C2C(=C(P(C3C=CC=CC=3)C3C=CC=CC=3)C=CC=2)OC2C(P(C3C=CC=CC=3)C3C=CC=CC=3)=CC=CC1=2.